This data is from Full USPTO retrosynthesis dataset with 1.9M reactions from patents (1976-2016). The task is: Predict the reactants needed to synthesize the given product. (1) The reactants are: [F:1][C:2]1[C:7]([C:8]2[CH:9]=[C:10]([CH:13]=[O:14])[S:11][CH:12]=2)=[CH:6][CH:5]=[CH:4][N:3]=1.[Br:15]Br. Given the product [Br:15][C:12]1[S:11][C:10]([CH:13]=[O:14])=[CH:9][C:8]=1[C:7]1[C:2]([F:1])=[N:3][CH:4]=[CH:5][CH:6]=1, predict the reactants needed to synthesize it. (2) Given the product [Cl:1][C:2]1[C:10]([Cl:11])=[CH:9][CH:8]=[CH:7][C:3]=1[C:4]([NH:21][CH2:20][CH:19]([N:16]1[CH2:17][CH2:18][C:13]([CH3:32])([CH3:12])[CH2:14][CH2:15]1)[C:22]1[CH:23]=[N:24][C:25]([C:28]([F:30])([F:31])[F:29])=[N:26][CH:27]=1)=[O:6], predict the reactants needed to synthesize it. The reactants are: [Cl:1][C:2]1[C:10]([Cl:11])=[CH:9][CH:8]=[CH:7][C:3]=1[C:4]([OH:6])=O.[CH3:12][C:13]1([CH3:32])[CH2:18][CH2:17][N:16]([CH:19]([C:22]2[CH:23]=[N:24][C:25]([C:28]([F:31])([F:30])[F:29])=[N:26][CH:27]=2)[CH2:20][NH2:21])[CH2:15][CH2:14]1. (3) Given the product [Cl:1][C:2]1[CH:16]=[C:15]([O:17][CH2:18][CH:19]=[C:20]([Cl:22])[Cl:21])[CH:14]=[C:13]([Cl:23])[C:3]=1[O:4][CH2:5][CH2:6][CH2:7][O:8][C:25]1[CH:32]=[CH:31][C:28]([C:29]#[N:30])=[CH:27][CH:26]=1, predict the reactants needed to synthesize it. The reactants are: [Cl:1][C:2]1[CH:16]=[C:15]([O:17][CH2:18][CH:19]=[C:20]([Cl:22])[Cl:21])[CH:14]=[C:13]([Cl:23])[C:3]=1[O:4][CH2:5][CH2:6][CH2:7][O:8]S(C)(=O)=O.O[C:25]1[CH:32]=[CH:31][C:28]([C:29]#[N:30])=[CH:27][CH:26]=1.C(=O)([O-])[O-].[K+].[K+]. (4) Given the product [BrH:5].[BrH:5].[C:2]([S:3][CH:7]([C:9]1[CH:14]=[CH:13][CH:12]=[CH:11][C:10]=1[O:15][C:16]1[CH:17]=[CH:18][CH:19]=[CH:20][C:21]=1[CH:22]([S:3][C:2](=[NH:1])[NH2:4])[CH3:23])[CH3:8])(=[NH:4])[NH2:1], predict the reactants needed to synthesize it. The reactants are: [NH2:1][C:2]([NH2:4])=[S:3].[BrH:5].O[CH:7]([C:9]1[CH:14]=[CH:13][CH:12]=[CH:11][C:10]=1[O:15][C:16]1[C:21]([CH:22](O)[CH3:23])=[CH:20][CH:19]=[CH:18][CH:17]=1)[CH3:8].CCOCC. (5) Given the product [F:25][C:23]1[CH:22]=[C:21]([F:26])[CH:20]=[C:19]2[C:24]=1[C:15]([NH:13][C:9]1[CH:10]=[N:11][CH:12]=[C:7]([CH:4]3[CH2:5][CH2:6][O:1][CH2:2][CH2:3]3)[CH:8]=1)=[C:16]([CH3:33])[C:17]([C:27]1[CH:32]=[CH:31][CH:30]=[CH:29][N:28]=1)=[N:18]2, predict the reactants needed to synthesize it. The reactants are: [O:1]1[CH2:6][CH2:5][CH:4]([C:7]2[CH:8]=[C:9]([NH2:13])[CH:10]=[N:11][CH:12]=2)[CH2:3][CH2:2]1.Cl[C:15]1[C:24]2[C:19](=[CH:20][C:21]([F:26])=[CH:22][C:23]=2[F:25])[N:18]=[C:17]([C:27]2[CH:32]=[CH:31][CH:30]=[CH:29][N:28]=2)[C:16]=1[CH3:33].C1(P(C2CCCCC2)C2(C(C)C)CC(C(C)C)=CC(C(C)C)=C2C2C=CC=CC=2)CCCCC1.CC(C1C=C(C(C)C)C(C2C=CC=CC=2P(C2CCCCC2)C2CCCCC2)=C(C(C)C)C=1)C.CC(C)([O-])C.[Na+]. (6) Given the product [CH3:1][O:2][C:3]1[N:8]=[CH:7][C:6]([NH:9][C:10]2[C:17]([C:18]3[N:26]=[C:25]([CH3:27])[N:24]=[C:23]4[C:19]=3[N:20]=[CH:21][NH:22]4)=[CH:16][C:13]([CH2:14][NH:34][CH2:35][C:36]3[CH:37]=[N:38][CH:39]=[CH:40][CH:41]=3)=[CH:12][N:11]=2)=[CH:5][CH:4]=1, predict the reactants needed to synthesize it. The reactants are: [CH3:1][O:2][C:3]1[N:8]=[CH:7][C:6]([NH:9][C:10]2[C:17]([C:18]3[N:26]=[C:25]([CH3:27])[N:24]=[C:23]4[C:19]=3[N:20]=[CH:21][N:22]4C3CCCCO3)=[CH:16][C:13]([CH:14]=O)=[CH:12][N:11]=2)=[CH:5][CH:4]=1.[NH2:34][CH2:35][C:36]1[CH:37]=[N:38][CH:39]=[CH:40][CH:41]=1.[BH4-].[Na+].Cl.C(O)(C(F)(F)F)=O. (7) Given the product [CH:60]1([C@H:52]([NH:51][C:32]([C:31]2[CH:35]=[CH:36][C:28]([N+:25]([O-:27])=[O:26])=[CH:29][C:30]=2[NH:37][C:38]([NH:40][C:41]2[C:46]([CH3:47])=[CH:45][C:44]([CH3:48])=[CH:43][C:42]=2[CH3:49])=[O:39])=[O:33])[C:53]([O:55][C:56]([CH3:59])([CH3:58])[CH3:57])=[O:54])[CH2:61][CH2:62][CH2:63][CH2:64][CH2:65]1, predict the reactants needed to synthesize it. The reactants are: CN(C(ON1N=NC2C=CC=NC1=2)=[N+](C)C)C.F[P-](F)(F)(F)(F)F.[N+:25]([C:28]1[CH:36]=[CH:35][C:31]([C:32](O)=[O:33])=[C:30]([NH:37][C:38]([NH:40][C:41]2[C:46]([CH3:47])=[CH:45][C:44]([CH3:48])=[CH:43][C:42]=2[CH3:49])=[O:39])[CH:29]=1)([O-:27])=[O:26].Cl.[NH2:51][C@@H:52]([CH:60]1[CH2:65][CH2:64][CH2:63][CH2:62][CH2:61]1)[C:53]([O:55][C:56]([CH3:59])([CH3:58])[CH3:57])=[O:54].C(N(C(C)C)CC)(C)C. (8) Given the product [NH2:1][C:2]1[N:7]([CH2:8][CH:9]2[CH2:14][CH2:13][CH2:12][CH2:11][CH2:10]2)[C:6](=[O:15])[N:5]([CH2:16][CH:17]2[CH2:18][CH2:19][CH2:20][CH2:21][CH2:22]2)[C:4](=[O:23])[C:3]=1[N:28]=[O:29], predict the reactants needed to synthesize it. The reactants are: [NH2:1][C:2]1[N:7]([CH2:8][CH:9]2[CH2:14][CH2:13][CH2:12][CH2:11][CH2:10]2)[C:6](=[O:15])[N:5]([CH2:16][CH:17]2[CH2:22][CH2:21][CH2:20][CH2:19][CH2:18]2)[C:4](=[O:23])[CH:3]=1.O.C(O)C.[N:28]([O-])=[O:29].[Na+]. (9) Given the product [Cl:1][C:2]1[CH:7]=[CH:6][CH:5]=[CH:4][C:3]=1[CH:8]([C:20]1[CH:28]=[CH:27][C:23]([C:24]([NH:30][C@H:31]2[CH2:36][CH2:35][C@H:34]([OH:37])[CH2:33][CH2:32]2)=[O:25])=[C:22]([F:29])[CH:21]=1)[CH2:9][C:10]([C:12]1[CH:17]=[CH:16][C:15](=[O:18])[N:14]([CH3:19])[CH:13]=1)=[O:11], predict the reactants needed to synthesize it. The reactants are: [Cl:1][C:2]1[CH:7]=[CH:6][CH:5]=[CH:4][C:3]=1[CH:8]([C:20]1[CH:28]=[CH:27][C:23]([C:24](O)=[O:25])=[C:22]([F:29])[CH:21]=1)[CH2:9][C:10]([C:12]1[CH:17]=[CH:16][C:15](=[O:18])[N:14]([CH3:19])[CH:13]=1)=[O:11].[NH2:30][C@H:31]1[CH2:36][CH2:35][C@H:34]([OH:37])[CH2:33][CH2:32]1.CN([P+](ON1N=NC2C=CC=CC1=2)(N(C)C)N(C)C)C.F[P-](F)(F)(F)(F)F. (10) The reactants are: C[O:2][C:3]1[CH:4]=[C:5]([P:9](=[O:22])([C:16]2[CH:21]=[CH:20][CH:19]=[CH:18][CH:17]=2)[C:10]2[CH:15]=[CH:14][CH:13]=[CH:12][CH:11]=2)[CH:6]=[CH:7][CH:8]=1.B(Br)(Br)Br. Given the product [OH:2][C:3]1[CH:4]=[C:5]([P:9](=[O:22])([C:10]2[CH:11]=[CH:12][CH:13]=[CH:14][CH:15]=2)[C:16]2[CH:21]=[CH:20][CH:19]=[CH:18][CH:17]=2)[CH:6]=[CH:7][CH:8]=1, predict the reactants needed to synthesize it.